From a dataset of Full USPTO retrosynthesis dataset with 1.9M reactions from patents (1976-2016). Predict the reactants needed to synthesize the given product. (1) Given the product [CH2:1]([O:5][C:6](=[O:34])[CH2:7][CH:8]1[C:17]2[C:12](=[C:13]([CH3:26])[C:14]([C:35]#[N:36])=[CH:15][CH:16]=2)[CH2:11][CH2:10][N:9]1[C:27]([O:29][C:30]([CH3:32])([CH3:33])[CH3:31])=[O:28])[CH2:2][CH2:3][CH3:4], predict the reactants needed to synthesize it. The reactants are: [CH2:1]([O:5][C:6](=[O:34])[CH2:7][CH:8]1[C:17]2[C:12](=[C:13]([CH3:26])[C:14](OS(C(F)(F)F)(=O)=O)=[CH:15][CH:16]=2)[CH2:11][CH2:10][N:9]1[C:27]([O:29][C:30]([CH3:33])([CH3:32])[CH3:31])=[O:28])[CH2:2][CH2:3][CH3:4].[CH3:35][N:36](C)C=O. (2) Given the product [OH:7][C:16]1[CH:15]=[CH:14][CH:13]=[C:12]2[C:11]=1[C:10](=[O:17])[CH2:9][CH2:8]2, predict the reactants needed to synthesize it. The reactants are: [Cl-].[Al+3].[Cl-].[Cl-].[Cl-].[Na+].[O:7]1[C:16]2[C:11](=[CH:12][CH:13]=[CH:14][CH:15]=2)[C:10](=[O:17])[CH2:9][CH2:8]1. (3) Given the product [CH3:3][CH:2]([C:4]1[N:8]([CH2:9][CH2:10][C@@H:11]([OH:19])[CH2:12][C@@H:13]([OH:18])[CH2:14][C:15]([OH:17])=[O:16])[C:7]([C:20]2[CH:25]=[CH:24][C:23]([F:26])=[CH:22][CH:21]=2)=[C:6]([C:27]2[CH:32]=[CH:31][CH:30]=[CH:29][CH:28]=2)[C:5]=1[C:33]([NH:35][C:36]1[CH:41]=[CH:40][CH:39]=[CH:38][CH:37]=1)=[O:34])[CH3:1], predict the reactants needed to synthesize it. The reactants are: [CH3:1][CH:2]([C:4]1[N:8]([CH2:9][CH2:10][C@@H:11]([OH:19])[CH2:12][C@@H:13]([OH:18])[CH2:14][C:15]([O-:17])=[O:16])[C:7]([C:20]2[CH:21]=[CH:22][C:23]([F:26])=[CH:24][CH:25]=2)=[C:6]([C:27]2[CH:28]=[CH:29][CH:30]=[CH:31][CH:32]=2)[C:5]=1[C:33]([NH:35][C:36]1[CH:37]=[CH:38][CH:39]=[CH:40][CH:41]=1)=[O:34])[CH3:3].CC(C1N(CC[C@@H](O)C[C@@H](O)CC([O-])=O)C(C2C=CC(F)=CC=2)=C(C2C=CC=CC=2)C=1C(NC1C=CC=CC=1)=O)C.[Ca+2].C(O)[C@H]([C@H]([C@@H]([C@@H](CO)O)O)O)O.C([O-])(=O)CCCCCCCCCCCCCCCCC.[Mg+2].C([O-])(=O)CCCCCCCCCCCCCCCCC.C[C@@](O)(CC(SCCNC(CCNC([C@H](O)C(COP(OP(OC[C@H]1O[C@@H](N2C3N=CN=C(N)C=3N=C2)[C@H](O)[C@@H]1OP(O)(O)=O)(O)=O)(O)=O)(C)C)=O)=O)=O)CC(O)=O. (4) Given the product [F:1][C:2]1[CH:7]=[CH:6][C:5]([S:8]([C:11]2[CH:12]=[N:13][C:14]3[C:19]([CH:20]=2)=[CH:18][CH:17]=[CH:16][C:15]=3[N:28]2[CH2:27][CH:24]3[CH:23]([N:22]([C:30]([O:32][C:33]([CH3:36])([CH3:35])[CH3:34])=[O:31])[CH2:26][CH2:25]3)[CH2:29]2)(=[O:10])=[O:9])=[CH:4][CH:3]=1, predict the reactants needed to synthesize it. The reactants are: [F:1][C:2]1[CH:7]=[CH:6][C:5]([S:8]([C:11]2[CH:12]=[N:13][C:14]3[C:19]([CH:20]=2)=[CH:18][CH:17]=[CH:16][C:15]=3I)(=[O:10])=[O:9])=[CH:4][CH:3]=1.[N:22]1([C:30]([O:32][C:33]([CH3:36])([CH3:35])[CH3:34])=[O:31])[CH2:26][CH2:25][CH:24]2[CH2:27][NH:28][CH2:29][CH:23]12.